From a dataset of Full USPTO retrosynthesis dataset with 1.9M reactions from patents (1976-2016). Predict the reactants needed to synthesize the given product. (1) Given the product [CH3:9][O:8][C:5]1[CH:6]=[CH:7][C:2]([N:13]2[CH2:18][CH2:17][O:16][CH2:15][CH2:14]2)=[CH:3][C:4]=1[N+:10]([O-:12])=[O:11], predict the reactants needed to synthesize it. The reactants are: Br[C:2]1[CH:7]=[CH:6][C:5]([O:8][CH3:9])=[C:4]([N+:10]([O-:12])=[O:11])[CH:3]=1.[NH:13]1[CH2:18][CH2:17][O:16][CH2:15][CH2:14]1.CC1(C)C2C(=C(P(C3C=CC=CC=3)C3C=CC=CC=3)C=CC=2)OC2C(P(C3C=CC=CC=3)C3C=CC=CC=3)=CC=CC1=2.CC(C)([O-])C.[Na+]. (2) The reactants are: Cl[C:2]1[N:6]([CH2:7][CH:8]([F:10])[F:9])[N:5]=[CH:4][C:3]=1[N+:11]([O-:13])=[O:12].[NH:14]1[CH2:20][CH2:19][CH2:18][CH:17]([OH:21])[CH2:16][CH2:15]1.CCN(C(C)C)C(C)C. Given the product [F:9][CH:8]([F:10])[CH2:7][N:6]1[C:2]([N:14]2[CH2:20][CH2:19][CH2:18][CH:17]([OH:21])[CH2:16][CH2:15]2)=[C:3]([N+:11]([O-:13])=[O:12])[CH:4]=[N:5]1, predict the reactants needed to synthesize it. (3) Given the product [CH3:1][S:2]([C:5]1[CH:27]=[CH:26][C:8]([CH2:9][C@@H:10]2[CH2:15][C@H:14]([C:16]3[O:20][NH:19][C:18](=[O:21])[CH:17]=3)[CH2:13][CH2:12][NH:11]2)=[CH:7][CH:6]=1)(=[O:3])=[O:4], predict the reactants needed to synthesize it. The reactants are: [CH3:1][S:2]([C:5]1[CH:27]=[CH:26][C:8]([CH2:9][C@@H:10]2[CH2:15][C@H:14]([C:16]3[O:20][NH:19][C:18](=[O:21])[CH:17]=3)[CH2:13][CH2:12][N:11]2C(OC)=O)=[CH:7][CH:6]=1)(=[O:4])=[O:3].Br. (4) The reactants are: [Br:1][C:2]1[CH:14]=[CH:13][CH:12]=[CH:11][C:3]=1[NH:4][C:5]1[CH:10]=[CH:9][CH:8]=[CH:7][CH:6]=1.[CH2:15]1OCCOCCOCCOCCOC1.[H-].[Na+].S(OC)(OC)(=O)=O.[K+].[Br-]. Given the product [Br:1][C:2]1[CH:14]=[CH:13][CH:12]=[CH:11][C:3]=1[N:4]([CH3:15])[C:5]1[CH:10]=[CH:9][CH:8]=[CH:7][CH:6]=1, predict the reactants needed to synthesize it. (5) Given the product [CH2:1]([O:4][C@@H:5]1[C@@H:9]([CH2:10][OH:11])[O:8][C@@H:7]([N:19]2[C:32]3[N:31]=[CH:30][N:29]=[C:23]([NH2:24])[C:22]=3[N:21]=[CH:20]2)[CH2:6]1)[CH:2]=[CH2:3], predict the reactants needed to synthesize it. The reactants are: [CH2:1]([O:4][C@@H:5]1[C@@H:9]([CH2:10][O:11][Si](C(C)(C)C)(C)C)[O:8][C@@H:7]([N:19]2[C:32]3[N:31]=[CH:30][N:29]=[C:23]([N:24]=CN(C)C)[C:22]=3[N:21]=[CH:20]2)[CH2:6]1)[CH:2]=[CH2:3]. (6) Given the product [OH:37][CH2:36][CH2:35][N:34]([CH2:38][CH2:39][OH:40])[S:20]([C:16]1[CH:17]=[CH:18][CH:19]=[C:14]([C:10]2[N:9]=[C:8]([C:6]3[CH:5]=[C:4]([C:24]4[CH:29]=[CH:28][C:27]([C:30]([F:32])([F:33])[F:31])=[CH:26][CH:25]=4)[CH:3]=[C:2]([CH3:1])[N:7]=3)[CH:13]=[CH:12][CH:11]=2)[CH:15]=1)(=[O:22])=[O:21], predict the reactants needed to synthesize it. The reactants are: [CH3:1][C:2]1[N:7]=[C:6]([C:8]2[CH:13]=[CH:12][CH:11]=[C:10]([C:14]3[CH:15]=[C:16]([S:20](Cl)(=[O:22])=[O:21])[CH:17]=[CH:18][CH:19]=3)[N:9]=2)[CH:5]=[C:4]([C:24]2[CH:29]=[CH:28][C:27]([C:30]([F:33])([F:32])[F:31])=[CH:26][CH:25]=2)[CH:3]=1.[NH:34]([CH2:38][CH2:39][OH:40])[CH2:35][CH2:36][OH:37]. (7) Given the product [F:25][C:26]1[CH:33]=[CH:32][C:29]([CH2:30][N:18]([CH2:17][C:13]2[CH:12]=[C:11]([C:7]3[CH:8]=[CH:9][CH:10]=[C:5]([S:2]([CH3:1])(=[O:3])=[O:4])[CH:6]=3)[CH:16]=[CH:15][CH:14]=2)[S:19]([CH:22]([CH3:24])[CH3:23])(=[O:20])=[O:21])=[CH:28][CH:27]=1, predict the reactants needed to synthesize it. The reactants are: [CH3:1][S:2]([C:5]1[CH:6]=[C:7]([C:11]2[CH:16]=[CH:15][CH:14]=[C:13]([CH2:17][NH:18][S:19]([CH:22]([CH3:24])[CH3:23])(=[O:21])=[O:20])[CH:12]=2)[CH:8]=[CH:9][CH:10]=1)(=[O:4])=[O:3].[F:25][C:26]1[CH:33]=[CH:32][C:29]([CH2:30]Br)=[CH:28][CH:27]=1.C(=O)([O-])[O-].[Cs+].[Cs+].